From a dataset of Forward reaction prediction with 1.9M reactions from USPTO patents (1976-2016). Predict the product of the given reaction. (1) Given the reactants I[C:2]1[CH:12]=[CH:11][C:5]2[N:6]=[C:7]([S:9][CH3:10])[S:8][C:4]=2[CH:3]=1.[CH2:13]([OH:16])[CH:14]=[CH2:15].C1(C)C=CC=CC=1P(C1C=CC=CC=1C)C1C=CC=CC=1C.C([O-])(O)=O.[Na+], predict the reaction product. The product is: [CH3:10][S:9][C:7]1[S:8][C:4]2[CH:3]=[C:2]([CH2:15][CH2:14][CH:13]=[O:16])[CH:12]=[CH:11][C:5]=2[N:6]=1. (2) Given the reactants CCCCCC.[H-].[Na+].COP([CH2:15][C:16]([O:18][CH2:19][C:20]1[CH:25]=[CH:24][CH:23]=[CH:22][CH:21]=1)=[O:17])(OC)=O.[CH:26]([C:28]1[CH:37]=[CH:36][CH:35]=[C:34]([C:38]([F:41])([F:40])[F:39])[C:29]=1[C:30]([O:32][CH3:33])=[O:31])=O, predict the reaction product. The product is: [CH2:19]([O:18][C:16](=[O:17])/[CH:15]=[CH:26]/[C:28]1[CH:37]=[CH:36][CH:35]=[C:34]([C:38]([F:39])([F:40])[F:41])[C:29]=1[C:30]([O:32][CH3:33])=[O:31])[C:20]1[CH:21]=[CH:22][CH:23]=[CH:24][CH:25]=1.